Dataset: Retrosynthesis with 50K atom-mapped reactions and 10 reaction types from USPTO. Task: Predict the reactants needed to synthesize the given product. (1) Given the product COCc1nc2c(N)nc3cc(C=CS(C)(=O)=O)ccc3c2n1CC(C)(C)O, predict the reactants needed to synthesize it. The reactants are: C=CS(C)(=O)=O.COCc1nc2c(N)nc3cc(Br)ccc3c2n1CC(C)(C)O. (2) Given the product CN1CCN([C@H]2CC[C@@H](n3nc(-c4ccc(Nc5nc6ccccc6o5)c(F)c4)c4c(N)ncnc43)CC2)CC1, predict the reactants needed to synthesize it. The reactants are: CC1(C)OB(c2ccc(Nc3nc4ccccc4o3)c(F)c2)OC1(C)C.CN1CCN([C@H]2CC[C@@H](n3nc(I)c4c(N)ncnc43)CC2)CC1. (3) Given the product COc1ccc(-c2cnn3c(-c4cccc(NC(=O)CC(C)C)c4)ccnc23)cc1C=O, predict the reactants needed to synthesize it. The reactants are: CC(C)CC(=O)Nc1cccc(-c2ccnc3c(Br)cnn23)c1.COc1ccc(B(O)O)cc1C=O. (4) The reactants are: Cc1ncoc1C(=O)c1ccccc1C(C)C#C[Si](C)(C)C. Given the product C#CC(C)c1ccccc1C(=O)c1ocnc1C, predict the reactants needed to synthesize it.